The task is: Predict the reactants needed to synthesize the given product.. This data is from Full USPTO retrosynthesis dataset with 1.9M reactions from patents (1976-2016). Given the product [F:1][C:2]1[CH:36]=[CH:35][CH:34]=[CH:33][C:3]=1[CH2:4][N:5]1[C:6](=[O:7])[NH:8][N:9]=[C:10]1[CH2:11][O:12][C:13]([C:20]1[CH:21]=[CH:22][CH:23]=[CH:24][CH:25]=1)([C:14]1[CH:15]=[CH:16][CH:17]=[CH:18][CH:19]=1)[C:26]1[CH:31]=[CH:30][CH:29]=[CH:28][CH:27]=1, predict the reactants needed to synthesize it. The reactants are: [F:1][C:2]1[CH:36]=[CH:35][CH:34]=[CH:33][C:3]=1[CH2:4][NH:5][C:6]([NH:8][NH:9][C:10](=O)[CH2:11][O:12][C:13]([C:26]1[CH:31]=[CH:30][CH:29]=[CH:28][CH:27]=1)([C:20]1[CH:25]=[CH:24][CH:23]=[CH:22][CH:21]=1)[C:14]1[CH:19]=[CH:18][CH:17]=[CH:16][CH:15]=1)=[O:7].[OH-].[K+].Cl.